The task is: Predict the product of the given reaction.. This data is from Forward reaction prediction with 1.9M reactions from USPTO patents (1976-2016). (1) Given the reactants [F:1][C:2]1[C:7]([F:8])=[CH:6][CH:5]=[CH:4][C:3]=1[CH2:9][S:10][C:11]1[N:16]=[C:15]([NH2:17])[C:14]([N:18]=O)=[C:13]([NH2:20])[N:12]=1.[O-]S(S([O-])=O)=O.[Na+].[Na+].S(=O)(=O)(O)O, predict the reaction product. The product is: [F:1][C:2]1[C:7]([F:8])=[CH:6][CH:5]=[CH:4][C:3]=1[CH2:9][S:10][C:11]1[N:12]=[C:13]([NH2:20])[C:14]([NH2:18])=[C:15]([NH2:17])[N:16]=1. (2) Given the reactants Br[C:2]1[CH:7]=[C:6]([Cl:8])[CH:5]=[C:4]([N+:9]([O-:11])=[O:10])[C:3]=1[OH:12].[C:13]1(B(O)O)[CH2:18][CH2:17][CH2:16][CH2:15][CH:14]=1, predict the reaction product. The product is: [Cl:8][C:6]1[CH:5]=[C:4]([N+:9]([O-:11])=[O:10])[C:3]([OH:12])=[C:2]([C:13]2[CH2:18][CH2:17][CH2:16][CH2:15][CH:14]=2)[CH:7]=1. (3) The product is: [C:1]([O:5][C:6]([N:8]1[CH2:12][CH2:11][CH2:10][C@H:9]1[CH2:13][O:14][S:21]([C:18]1[CH:19]=[CH:20][C:15]([CH3:25])=[CH:16][CH:17]=1)(=[O:23])=[O:22])=[O:7])([CH3:4])([CH3:3])[CH3:2]. Given the reactants [C:1]([O:5][C:6]([N:8]1[CH2:12][CH2:11][CH2:10][C@H:9]1[CH2:13][OH:14])=[O:7])([CH3:4])([CH3:3])[CH3:2].[C:15]1([CH3:25])[CH:20]=[CH:19][C:18]([S:21](Cl)(=[O:23])=[O:22])=[CH:17][CH:16]=1, predict the reaction product. (4) Given the reactants [CH2:1]([S:8][C:9]1[N:18]=[CH:17][C:16]2[CH2:15][CH2:14][CH:13]=[C:12]([O:19]CC)[C:11]=2[N:10]=1)[C:2]1[CH:7]=[CH:6][CH:5]=[CH:4][CH:3]=1, predict the reaction product. The product is: [CH2:1]([S:8][C:9]1[N:18]=[CH:17][C:16]2[CH2:15][CH2:14][CH2:13][C:12](=[O:19])[C:11]=2[N:10]=1)[C:2]1[CH:3]=[CH:4][CH:5]=[CH:6][CH:7]=1. (5) Given the reactants Cl[C:2]1[C:11]([C:12]([OH:14])=[O:13])=[CH:10][C:9]2[C:4](=[CH:5][CH:6]=[C:7]([Cl:15])[CH:8]=2)[N:3]=1.[CH:16]1[CH:21]=[CH:20][C:19]([C@@H:22]([NH2:25])[CH2:23][OH:24])=[CH:18][CH:17]=1.C(Cl)(Cl)Cl, predict the reaction product. The product is: [Cl:15][C:7]1[CH:8]=[C:9]2[C:4](=[CH:5][CH:6]=1)[N:3]=[C:2]([NH:25][C@H:22]([C:19]1[CH:20]=[CH:21][CH:16]=[CH:17][CH:18]=1)[CH2:23][OH:24])[C:11]([C:12]([OH:14])=[O:13])=[CH:10]2. (6) Given the reactants [Cl:1][C:2]1[CH:3]=[C:4]([NH2:9])[C:5]([NH2:8])=[CH:6][CH:7]=1.[Se:10](=O)=O, predict the reaction product. The product is: [Cl:1][C:2]1[CH:7]=[CH:6][C:5]2=[N:8][Se:10][N:9]=[C:4]2[CH:3]=1.